Task: Predict the product of the given reaction.. Dataset: Forward reaction prediction with 1.9M reactions from USPTO patents (1976-2016) (1) Given the reactants [S:1]([C:5]1[CH:10]=[CH:9][C:8]([NH:11][C:12]2[N:21]=[CH:20][C:19]3[C:14](=[CH:15][C:16]([C:22]([O-:24])=[O:23])=[CH:17][CH:18]=3)[N:13]=2)=[CH:7][CH:6]=1)(=[O:4])(=[O:3])[NH2:2].[OH-].[Na+].[CH3:27]O, predict the reaction product. The product is: [CH3:27][C:20]1[C:19]2[C:14](=[CH:15][C:16]([C:22]([OH:24])=[O:23])=[CH:17][CH:18]=2)[N:13]=[C:12]([NH:11][C:8]2[CH:7]=[CH:6][C:5]([S:1](=[O:3])(=[O:4])[NH2:2])=[CH:10][CH:9]=2)[N:21]=1. (2) Given the reactants C[O:2][C:3](=[O:46])[C:4]([C:9]1[CH:14]=[CH:13][CH:12]=[C:11]([O:15][CH2:16][CH2:17][CH2:18][N:19]([CH2:34][C:35]2[CH:40]=[CH:39][CH:38]=[C:37]([C:41]([F:44])([F:43])[F:42])[C:36]=2[Cl:45])[CH2:20][CH:21]([C:28]2[CH:33]=[CH:32][CH:31]=[CH:30][CH:29]=2)[C:22]2[CH:27]=[CH:26][CH:25]=[CH:24][CH:23]=2)[CH:10]=1)([CH2:7][CH3:8])[CH2:5][CH3:6].[Li+].[Cl-], predict the reaction product. The product is: [ClH:45].[Cl:45][C:36]1[C:37]([C:41]([F:42])([F:43])[F:44])=[CH:38][CH:39]=[CH:40][C:35]=1[CH2:34][N:19]([CH2:20][CH:21]([C:28]1[CH:29]=[CH:30][CH:31]=[CH:32][CH:33]=1)[C:22]1[CH:23]=[CH:24][CH:25]=[CH:26][CH:27]=1)[CH2:18][CH2:17][CH2:16][O:15][C:11]1[CH:10]=[C:9]([C:4]([CH2:5][CH3:6])([CH2:7][CH3:8])[C:3]([OH:46])=[O:2])[CH:14]=[CH:13][CH:12]=1. (3) Given the reactants ClC1CCCCC1.[CH3:8][O:9][C:10]1[CH:17]=[CH:16][CH:15]=[C:12]([O:13][CH3:14])[CH:11]=1.[Li].[B:19](OC)([O:22]C)[O:20]C.Cl, predict the reaction product. The product is: [CH3:8][O:9][C:10]1[CH:17]=[CH:16][CH:15]=[C:12]([O:13][CH3:14])[C:11]=1[B:19]([OH:22])[OH:20]. (4) Given the reactants [CH2:1]([O:3][C:4]([C:6]1[NH:7][CH:8]=[C:9]([CH3:11])[CH:10]=1)=[O:5])[CH3:2].[H-].[Na+].[CH3:14]I, predict the reaction product. The product is: [CH3:14][N:7]1[CH:8]=[C:9]([CH3:11])[CH:10]=[C:6]1[C:4]([O:3][CH2:1][CH3:2])=[O:5]. (5) Given the reactants ClC1C=C(C=CC=1)C(OO)=[O:6].[Cl:12][C:13]1[CH:14]=[C:15]([C:20]2([C:42]([F:45])([F:44])[F:43])[O:24][N:23]=[C:22]([C:25]3[C:34]4[C:29](=[CH:30][CH:31]=[CH:32][CH:33]=4)[C:28]([C:35]([NH:37][CH2:38][CH2:39][S:40][CH3:41])=[O:36])=[CH:27][CH:26]=3)[CH2:21]2)[CH:16]=[C:17]([Cl:19])[CH:18]=1, predict the reaction product. The product is: [Cl:12][C:13]1[CH:14]=[C:15]([C:20]2([C:42]([F:43])([F:45])[F:44])[O:24][N:23]=[C:22]([C:25]3[C:34]4[C:29](=[CH:30][CH:31]=[CH:32][CH:33]=4)[C:28]([C:35]([NH:37][CH2:38][CH2:39][S:40]([CH3:41])=[O:6])=[O:36])=[CH:27][CH:26]=3)[CH2:21]2)[CH:16]=[C:17]([Cl:19])[CH:18]=1. (6) Given the reactants C([O:8][C:9]1[CH:37]=[CH:36][C:12]([O:13][CH2:14][CH2:15][CH2:16][CH2:17][CH2:18][CH2:19][C:20]([C:22]2[O:23][C:24]([CH2:27][O:28][CH2:29][C:30]3[CH:35]=[CH:34][CH:33]=[CH:32][CH:31]=3)=[N:25][N:26]=2)=[O:21])=[CH:11][CH:10]=1)C1C=CC=CC=1, predict the reaction product. The product is: [CH2:29]([O:28][CH2:27][C:24]1[O:23][C:22]([C:20](=[O:21])[CH2:19][CH2:18][CH2:17][CH2:16][CH2:15][CH2:14][O:13][C:12]2[CH:36]=[CH:37][C:9]([OH:8])=[CH:10][CH:11]=2)=[N:26][N:25]=1)[C:30]1[CH:35]=[CH:34][CH:33]=[CH:32][CH:31]=1. (7) Given the reactants [CH3:1][C:2]([O:5][C:6]([NH:8][C@@H:9]([CH2:14][C:15]#[CH:16])[C:10]([O:12][CH3:13])=[O:11])=[O:7])([CH3:4])[CH3:3].I[C:18]1[CH:23]=[CH:22][C:21]([Br:24])=[CH:20][CH:19]=1.C(NCC)C.C(OCC)(=O)C, predict the reaction product. The product is: [Br:24][C:21]1[CH:22]=[CH:23][C:18]([C:16]#[C:15][CH2:14][C@H:9]([NH:8][C:6]([O:5][C:2]([CH3:1])([CH3:3])[CH3:4])=[O:7])[C:10]([O:12][CH3:13])=[O:11])=[CH:19][CH:20]=1. (8) The product is: [Br:1][C:2](=[CH2:6])[CH2:3][CH2:4][O:5][Si:8]([C:21]([CH3:24])([CH3:23])[CH3:22])([C:15]1[CH:16]=[CH:17][CH:18]=[CH:19][CH:20]=1)[C:9]1[CH:14]=[CH:13][CH:12]=[CH:11][CH:10]=1. Given the reactants [Br:1][C:2](=[CH2:6])[CH2:3][CH2:4][OH:5].Cl[Si:8]([C:21]([CH3:24])([CH3:23])[CH3:22])([C:15]1[CH:20]=[CH:19][CH:18]=[CH:17][CH:16]=1)[C:9]1[CH:14]=[CH:13][CH:12]=[CH:11][CH:10]=1.N1C=CN=C1, predict the reaction product. (9) Given the reactants [CH:1]1[CH:2]=[N:3][C:4]2[C:9]([N:10]=1)=[CH:8][C:7]1[CH:11]3[CH2:16][NH:15][CH2:14][CH:13]([C:6]=1[CH:5]=2)[CH2:12]3.[C:17]([OH:26])(=[O:25])[CH:18]([CH:20]([C:22]([OH:24])=[O:23])[OH:21])[OH:19].O.[OH:28][CH:29]1[O:48][C@H:47]([CH2:49][OH:50])[C@@H:34]([O:35][C@@H:36]2[O:44][C@H:43]([CH2:45][OH:46])[C@H:41]([OH:42])[C@H:39]([OH:40])[C@H:37]2[OH:38])[C@H:32]([OH:33])[C@H:30]1[OH:31], predict the reaction product. The product is: [CH:2]1[CH:1]=[N:10][C:9]2[C:4]([N:3]=1)=[CH:5][C:6]1[CH:13]3[CH2:14][NH:15][CH2:16][CH:11]([C:7]=1[CH:8]=2)[CH2:12]3.[CH:18]([OH:19])([C:17]([OH:26])=[O:25])[CH:20]([OH:21])[C:22]([OH:24])=[O:23].[OH2:28].[OH:28][CH:29]1[O:48][C@H:47]([CH2:49][OH:50])[C@@H:34]([O:35][C@@H:36]2[O:44][C@H:43]([CH2:45][OH:46])[C@H:41]([OH:42])[C@H:39]([OH:40])[C@H:37]2[OH:38])[C@H:32]([OH:33])[C@H:30]1[OH:31]. (10) Given the reactants Br[C:2]1[CH:6]=[C:5]([C:7]2[CH:12]=[CH:11][C:10]([C:13]([CH3:16])([CH3:15])[CH3:14])=[CH:9][CH:8]=2)[S:4][C:3]=1[C:17]1[CH:22]=[CH:21][C:20]([C:23]([CH3:26])([CH3:25])[CH3:24])=[CH:19][CH:18]=1.[Li]CCCC.F[C:33]1[C:37]([F:39])([F:38])[C:36]([F:41])([F:40])[C:35]([F:43])([F:42])[C:34]=1[C:44]1[CH:48]=[C:47]([C:49]2[CH:54]=[CH:53][C:52]([CH:55]=[CH2:56])=[CH:51][CH:50]=2)[S:46][C:45]=1[C:57]1[CH:62]=[CH:61][CH:60]=[CH:59][CH:58]=1, predict the reaction product. The product is: [C:23]([C:20]1[CH:19]=[CH:18][C:17]([C:3]2[S:4][C:5]([C:7]3[CH:12]=[CH:11][C:10]([C:13]([CH3:14])([CH3:15])[CH3:16])=[CH:9][CH:8]=3)=[CH:6][C:2]=2[C:33]2[C:37]([F:39])([F:38])[C:36]([F:40])([F:41])[C:35]([F:42])([F:43])[C:34]=2[C:44]2[CH:48]=[C:47]([C:49]3[CH:54]=[CH:53][C:52]([CH:55]=[CH2:56])=[CH:51][CH:50]=3)[S:46][C:45]=2[C:57]2[CH:62]=[CH:61][CH:60]=[CH:59][CH:58]=2)=[CH:22][CH:21]=1)([CH3:25])([CH3:26])[CH3:24].